This data is from Forward reaction prediction with 1.9M reactions from USPTO patents (1976-2016). The task is: Predict the product of the given reaction. (1) Given the reactants [CH3:1][C:2]1[CH:3]=[C:4]([CH:16]=[CH:17][C:18]=1[N+:19]([O-])=O)[O:5][C:6]1[CH:15]=[CH:14][CH:13]=[CH:12][C:7]=1[C:8]([O:10][CH3:11])=[O:9], predict the reaction product. The product is: [NH2:19][C:18]1[CH:17]=[CH:16][C:4]([O:5][C:6]2[CH:15]=[CH:14][CH:13]=[CH:12][C:7]=2[C:8]([O:10][CH3:11])=[O:9])=[CH:3][C:2]=1[CH3:1]. (2) Given the reactants [O:1]=[CH:2][C@@H:3]([C@H:5]([C@H:7]([C@@H:9]([CH2:11][OH:12])[OH:10])[OH:8])[OH:6])[OH:4].O=C[C@@H]([C@H]([C@@H]([C@@H](CO)O)O)O)O, predict the reaction product. The product is: [OH:1][CH2:2][C:3]([C@H:5]([C@H:7]([C@@H:9]([CH2:11][OH:12])[OH:10])[OH:8])[OH:6])=[O:4].